Dataset: Forward reaction prediction with 1.9M reactions from USPTO patents (1976-2016). Task: Predict the product of the given reaction. (1) Given the reactants [CH3:1][O:2][CH2:3][N:4]1[CH:8]=[CH:7][N:6]=[CH:5]1.C([Li])CCC.[CH3:14][N:15]([C:25]1[CH:30]=[CH:29][C:28]([C:31](=[O:36])[C:32]([F:35])([F:34])[F:33])=[CH:27][CH:26]=1)[S:16]([C:19]1[CH:24]=[CH:23][CH:22]=[CH:21][CH:20]=1)(=[O:18])=[O:17], predict the reaction product. The product is: [CH3:14][N:15]([C:25]1[CH:30]=[CH:29][C:28]([C:31]([OH:36])([C:5]2[N:4]([CH2:3][O:2][CH3:1])[CH:8]=[CH:7][N:6]=2)[C:32]([F:34])([F:35])[F:33])=[CH:27][CH:26]=1)[S:16]([C:19]1[CH:20]=[CH:21][CH:22]=[CH:23][CH:24]=1)(=[O:18])=[O:17]. (2) Given the reactants [C:1]([C:3]1[CH:8]=[CH:7][C:6]([N:9]2[C@H:13]3[CH2:14][CH2:15][CH2:16][CH2:17][C@@H:12]3[N:11]([C:18]3[CH:26]=[CH:25][C:21]([C:22](O)=[O:23])=[C:20]([F:27])[CH:19]=3)[C:10]2=[O:28])=[CH:5][C:4]=1[C:29]([F:32])([F:31])[F:30])#[N:2].[NH2:33][CH:34]([CH2:37][OH:38])[CH2:35][OH:36], predict the reaction product. The product is: [C:1]([C:3]1[CH:8]=[CH:7][C:6]([N:9]2[C@H:13]3[CH2:14][CH2:15][CH2:16][CH2:17][C@@H:12]3[N:11]([C:18]3[CH:26]=[CH:25][C:21]([C:22]([NH:33][CH:34]([CH2:37][OH:38])[CH2:35][OH:36])=[O:23])=[C:20]([F:27])[CH:19]=3)[C:10]2=[O:28])=[CH:5][C:4]=1[C:29]([F:31])([F:32])[F:30])#[N:2]. (3) The product is: [ClH:51].[Br:1][C:2]1[CH:35]=[C:34]([F:36])[CH:33]=[CH:32][C:3]=1[O:4][C:5]1[C:6]([NH:20][C:21]2[S:22][CH:23]=[C:24]([CH:26]3[CH2:31][CH2:30][N:29]([C:45](=[O:46])[CH3:44])[CH2:28][CH2:27]3)[N:25]=2)=[N:7][CH:8]=[C:9]([S:11][C:12]2[CH:17]=[CH:16][CH:15]=[C:14]([O:18][CH3:19])[CH:13]=2)[CH:10]=1. Given the reactants [Br:1][C:2]1[CH:35]=[C:34]([F:36])[CH:33]=[CH:32][C:3]=1[O:4][C:5]1[C:6]([NH:20][C:21]2[S:22][CH:23]=[C:24]([CH:26]3[CH2:31][CH2:30][NH:29][CH2:28][CH2:27]3)[N:25]=2)=[N:7][CH:8]=[C:9]([S:11][C:12]2[CH:17]=[CH:16][CH:15]=[C:14]([O:18][CH3:19])[CH:13]=2)[CH:10]=1.C(N(CC)CC)C.[CH3:44][C:45](OC(C)=O)=[O:46].[ClH:51], predict the reaction product. (4) The product is: [F:19][C:20]1[CH:21]=[CH:22][C:23]([O:35][CH3:36])=[C:24]([C:26]2[CH:31]=[CH:30][C:29]([C@H:32]([NH:34][S:14]([C:13]3[CH:12]=[C:11]([CH3:18])[O:10][C:9]=3[CH3:8])(=[O:16])=[O:15])[CH3:33])=[CH:28][CH:27]=2)[CH:25]=1. Given the reactants C(N(CC)CC)C.[CH3:8][C:9]1[O:10][C:11]([CH3:18])=[CH:12][C:13]=1[S:14](Cl)(=[O:16])=[O:15].[F:19][C:20]1[CH:21]=[CH:22][C:23]([O:35][CH3:36])=[C:24]([C:26]2[CH:31]=[CH:30][C:29]([CH:32]([NH2:34])[CH3:33])=[CH:28][CH:27]=2)[CH:25]=1, predict the reaction product.